Dataset: Forward reaction prediction with 1.9M reactions from USPTO patents (1976-2016). Task: Predict the product of the given reaction. (1) The product is: [CH2:1]([C:5]1([CH2:26][CH2:27][CH2:28][CH3:29])[NH:11][CH:10]([C:12]2[CH:17]=[CH:16][CH:15]=[CH:14][CH:13]=2)[C:9]2[CH:18]=[C:19]([O:24][CH3:25])[C:20]([CH2:22][OH:23])=[CH:21][C:8]=2[S:7][CH2:6]1)[CH2:2][CH2:3][CH3:4]. Given the reactants [CH2:1]([C:5]1([CH2:26][CH2:27][CH2:28][CH3:29])[N:11]=[C:10]([C:12]2[CH:17]=[CH:16][CH:15]=[CH:14][CH:13]=2)[C:9]2[CH:18]=[C:19]([O:24][CH3:25])[C:20]([CH2:22][OH:23])=[CH:21][C:8]=2[S:7][CH2:6]1)[CH2:2][CH2:3][CH3:4].B.C1COCC1, predict the reaction product. (2) Given the reactants [Br:1][C:2]1[CH:10]=[CH:9][C:8]([O:11][CH3:12])=[CH:7][C:3]=1[C:4]([OH:6])=[O:5].[CH2:13](O)[CH3:14], predict the reaction product. The product is: [CH2:13]([O:5][C:4](=[O:6])[C:3]1[CH:7]=[C:8]([O:11][CH3:12])[CH:9]=[CH:10][C:2]=1[Br:1])[CH3:14]. (3) Given the reactants [NH2:1][CH2:2][CH2:3][CH2:4][CH2:5][N:6]([CH3:8])[CH3:7].[F:9][C:10]([F:36])([F:35])[C:11]1[CH:16]=[CH:15][C:14]([C:17]2[C:18]([C:23]([NH:25][C:26]3[CH:27]=[C:28]([C:32](O)=[O:33])[N:29]([CH3:31])[CH:30]=3)=[O:24])=[CH:19][CH:20]=[CH:21][CH:22]=2)=[CH:13][CH:12]=1.CN(C(ON1N=NC2C=CC=CC1=2)=[N+](C)C)C.[B-](F)(F)(F)F.C(OCC)(=O)C.C(O)C.N, predict the reaction product. The product is: [CH3:7][N:6]([CH3:8])[CH2:5][CH2:4][CH2:3][CH2:2][NH:1][C:32]([C:28]1[N:29]([CH3:31])[CH:30]=[C:26]([NH:25][C:23]([C:18]2[C:17]([C:14]3[CH:13]=[CH:12][C:11]([C:10]([F:36])([F:9])[F:35])=[CH:16][CH:15]=3)=[CH:22][CH:21]=[CH:20][CH:19]=2)=[O:24])[CH:27]=1)=[O:33]. (4) Given the reactants O.O.S([O-])([O-])(=O)=O.[Ca+2].CC(N)[C@H]1O[C@H](O[C@H]2[C@H](O)[C@@H](O[C@H]3OC[C@@](O)(C)[C@H](NC)[C@H]3O)[C@H](N)C[C@@H]2N)[C@H](N)CC1.CC(NC)[C@H]1O[C@H](O[C@H]2[C@H](O)[C@@H](O[C@H]3OC[C@@](O)(C)[C@H](NC)[C@H]3O)[C@H](N)C[C@@H]2N)[C@H](N)CC1.C[C@@]1(O)[C@H](NC)[C@@H](O)[C@@H](O[C@@H]2[C@@H](O)[C@H](O[C@H]3O[C@H](CN)CC[C@H]3N)[C@@H](N)C[C@H]2N)OC1.OS(O)(=O)=O.[Na+].[O-:111][C:112]([CH:114]([C:116]1[CH:125]=[CH:124][C:119]([CH2:120][CH:121]([CH3:123])[CH3:122])=[CH:118][CH:117]=1)[CH3:115])=[O:113], predict the reaction product. The product is: [OH:113][C:112]([CH:114]([C:116]1[CH:117]=[CH:118][C:119]([CH2:120][CH:121]([CH3:122])[CH3:123])=[CH:124][CH:125]=1)[CH3:115])=[O:111]. (5) Given the reactants [NH:1]1[C:9]2[C:4](=[CH:5][C:6]([C:10]([OH:12])=[O:11])=[CH:7][CH:8]=2)[CH:3]=[CH:2]1.[Br:13]Br.[O-]S([O-])=O.[Na+].[Na+], predict the reaction product. The product is: [Br:13][C:3]1[C:4]2[C:9](=[CH:8][CH:7]=[C:6]([C:10]([OH:12])=[O:11])[CH:5]=2)[NH:1][CH:2]=1.